This data is from Forward reaction prediction with 1.9M reactions from USPTO patents (1976-2016). The task is: Predict the product of the given reaction. (1) The product is: [CH3:12][CH:2]1[CH2:3][N:4]([C:5]([O:6][C:7]([CH3:8])([CH3:10])[CH3:9])=[O:11])[CH2:19][C:17](=[CH2:16])[CH2:18][O:1]1. Given the reactants [OH:1][CH:2]([CH3:12])[CH2:3][NH:4][C:5](=[O:11])[O:6][C:7]([CH3:10])([CH3:9])[CH3:8].[H-].[Na+].Cl[CH2:16][C:17]([CH2:19]Cl)=[CH2:18].O, predict the reaction product. (2) Given the reactants [CH3:1][O:2][C:3]1[CH:8]=[CH:7][C:6]([C:9]2[O:13][C:12]([C:14]([N:16]3[CH2:19][CH:18]([O:20][C:21]4[CH:28]=[CH:27][C:24]([CH:25]=O)=[C:23]([CH3:29])[CH:22]=4)[CH2:17]3)=[O:15])=[N:11][N:10]=2)=[CH:5][CH:4]=1.FC(F)(F)C(O)=O.[CH2:37]([C:39]1([OH:43])[CH2:42][NH:41][CH2:40]1)[CH3:38], predict the reaction product. The product is: [CH2:37]([C:39]1([OH:43])[CH2:42][N:41]([CH2:25][C:24]2[CH:27]=[CH:28][C:21]([O:20][CH:18]3[CH2:19][N:16]([C:14]([C:12]4[O:13][C:9]([C:6]5[CH:7]=[CH:8][C:3]([O:2][CH3:1])=[CH:4][CH:5]=5)=[N:10][N:11]=4)=[O:15])[CH2:17]3)=[CH:22][C:23]=2[CH3:29])[CH2:40]1)[CH3:38]. (3) Given the reactants [CH3:1][N:2]1[C:6]([NH2:7])=[CH:5][C:4]([C:8]2[CH:13]=[CH:12][CH:11]=[CH:10][N:9]=2)=[N:3]1.[F:14][C:15]1[CH:20]=[CH:19][C:18]([N:21]2[C:29]3[C:24](=[CH:25][C:26]([CH:31]=O)=[C:27]([CH3:30])[CH:28]=3)[CH:23]=[N:22]2)=[CH:17][CH:16]=1.[SH:33][CH2:34][C:35](O)=[O:36], predict the reaction product. The product is: [F:14][C:15]1[CH:16]=[CH:17][C:18]([N:21]2[C:29]3[C:24](=[CH:25][C:26]([CH:31]4[S:33][CH2:34][C:35](=[O:36])[NH:7][C:6]5[N:2]([CH3:1])[N:3]=[C:4]([C:8]6[CH:13]=[CH:12][CH:11]=[CH:10][N:9]=6)[C:5]4=5)=[C:27]([CH3:30])[CH:28]=3)[CH:23]=[N:22]2)=[CH:19][CH:20]=1. (4) Given the reactants [OH:1][C:2]1[CH:38]=[CH:37][C:5]([C:6]([CH2:8][CH2:9][CH2:10][NH:11][C:12]2[CH:17]=[C:16]([O:18][CH3:19])[CH:15]=[CH:14][C:13]=2[CH:20]2[CH2:29][CH2:28][C:27]3[CH:26]=[C:25]([O:30]C(=O)C(C)(C)C)[CH:24]=[CH:23][C:22]=3[CH2:21]2)=O)=[CH:4][CH:3]=1.Cl[CH2:40][C:41]([N:43]([CH3:45])[CH3:44])=O, predict the reaction product. The product is: [CH3:44][N:43]([CH3:45])[CH2:41][CH2:40][O:1][C:2]1[CH:3]=[CH:4][C:5]([CH2:6][CH2:8][CH2:9][CH2:10][NH:11][C:12]2[CH:17]=[C:16]([O:18][CH3:19])[CH:15]=[CH:14][C:13]=2[CH:20]2[CH2:29][CH2:28][C:27]3[CH:26]=[C:25]([OH:30])[CH:24]=[CH:23][C:22]=3[CH2:21]2)=[CH:37][CH:38]=1.